Task: Predict the reaction yield, written as a fraction of the theoretical maximum amount of product (1.0 means a 100% yield; for example, 0.34 means a 34% yield).. Dataset: Reaction yield outcomes from USPTO patents with 853,638 reactions (1) The reactants are CC([N:5]([CH2:9][CH:10]1[CH2:15][N:14]([CH2:16][CH2:17][C:18]2[C:27]3[C:22](=[CH:23][CH:24]=[C:25]([O:28][CH3:29])[N:26]=3)[N:21]=[CH:20][C:19]=2[F:30])[CH2:13][CH2:12][NH:11]1)C(=O)[O-])(C)C.Cl. The catalyst is CO. The product is [F:30][C:19]1[CH:20]=[N:21][C:22]2[C:27]([C:18]=1[CH2:17][CH2:16][N:14]1[CH2:13][CH2:12][NH:11][CH:10]([CH2:9][NH2:5])[CH2:15]1)=[N:26][C:25]([O:28][CH3:29])=[CH:24][CH:23]=2. The yield is 0.760. (2) The reactants are [F:1][C:2]([F:6])([F:5])[CH2:3][O-:4].[Na+].[Na].FC(F)(F)CO.[Cl:15][C:16]1[CH:21]=[C:20](F)[C:19]([CH3:23])=[CH:18][C:17]=1[N+:24]([O-:26])=[O:25].C(O)(=O)CC(CC(O)=O)(C(O)=O)O.[H-].[Na+]. The catalyst is CN(C=O)C.O. The product is [Cl:15][C:16]1[CH:21]=[C:20]([O:4][CH2:3][C:2]([F:6])([F:5])[F:1])[C:19]([CH3:23])=[CH:18][C:17]=1[N+:24]([O-:26])=[O:25]. The yield is 0.530. (3) The reactants are [OH:1][N:2]1[C:6](=[O:7])[C:5]2=[CH:8][CH:9]=[CH:10][CH:11]=[C:4]2[C:3]1=[O:12].[OH:13][C:14]([CH3:18])([CH3:17])[CH2:15][CH3:16].B(F)(F)F.CCOCC.C(=O)(O)[O-].[Na+]. The catalyst is ClCCl. The product is [OH:13][C:14]([CH3:18])([CH3:17])[CH2:15][CH2:16][O:1][N:2]1[C:3](=[O:12])[C:4]2[C:5](=[CH:8][CH:9]=[CH:10][CH:11]=2)[C:6]1=[O:7]. The yield is 0.0475. (4) The reactants are [F:1][C:2]1[CH:24]=[CH:23][C:5]([O:6][C:7]2[CH:8]=[C:9]3[C:13](=[CH:14][C:15]=2[C:16]([NH2:18])=[O:17])[N:12]([CH2:19][CH:20]([CH3:22])[CH3:21])[N:11]=[CH:10]3)=[CH:4][CH:3]=1.C(N1C=CN=C1)(N1C=CN=C1)=O.[C:37]([O:41][C:42]([N:44]1[CH2:48][CH2:47][CH:46](N)[CH2:45]1)=[O:43])([CH3:40])([CH3:39])[CH3:38]. The catalyst is C1COCC1. The product is [C:37]([O:41][C:42]([N:44]1[CH2:48][CH2:47][CH:46]([NH:18][C:16]([C:15]2[CH:14]=[C:13]3[C:9]([CH:10]=[N:11][N:12]3[CH2:19][CH:20]([CH3:22])[CH3:21])=[CH:8][C:7]=2[O:6][C:5]2[CH:23]=[CH:24][C:2]([F:1])=[CH:3][CH:4]=2)=[O:17])[CH2:45]1)=[O:43])([CH3:40])([CH3:38])[CH3:39]. The yield is 0.940.